Dataset: Peptide-MHC class II binding affinity with 134,281 pairs from IEDB. Task: Regression. Given a peptide amino acid sequence and an MHC pseudo amino acid sequence, predict their binding affinity value. This is MHC class II binding data. (1) The peptide sequence is APTGATTAAAGGYKV. The MHC is HLA-DPA10103-DPB10401 with pseudo-sequence HLA-DPA10103-DPB10401. The binding affinity (normalized) is 0. (2) The peptide sequence is AAEQLWVTVYYGVPVWK. The MHC is DRB1_0101 with pseudo-sequence DRB1_0101. The binding affinity (normalized) is 0.502. (3) The peptide sequence is YVYEPFPKEVWEQIF. The MHC is HLA-DQA10401-DQB10402 with pseudo-sequence HLA-DQA10401-DQB10402. The binding affinity (normalized) is 0.285. (4) The binding affinity (normalized) is 0.790. The MHC is DRB1_1302 with pseudo-sequence DRB1_1302. The peptide sequence is GITIKKTGQALVVGI.